This data is from Reaction yield outcomes from USPTO patents with 853,638 reactions. The task is: Predict the reaction yield, written as a fraction of the theoretical maximum amount of product (1.0 means a 100% yield; for example, 0.34 means a 34% yield). (1) The reactants are [C:1]([O:5][C:6]([N:8]1[CH2:13][CH2:12][CH:11]([C:14]2[CH:19]=[CH:18][C:17]([NH2:20])=[C:16](Br)[CH:15]=2)[CH2:10][CH2:9]1)=[O:7])([CH3:4])([CH3:3])[CH3:2].[C:22]1(B(O)O)[CH2:27][CH2:26][CH2:25][CH2:24][CH:23]=1.C([O-])([O-])=O.[Na+].[Na+].C(O)C. The catalyst is C1C=CC([P]([Pd]([P](C2C=CC=CC=2)(C2C=CC=CC=2)C2C=CC=CC=2)([P](C2C=CC=CC=2)(C2C=CC=CC=2)C2C=CC=CC=2)[P](C2C=CC=CC=2)(C2C=CC=CC=2)C2C=CC=CC=2)(C2C=CC=CC=2)C2C=CC=CC=2)=CC=1.CCOC(C)=O.C1(C)C=CC=CC=1. The product is [C:1]([O:5][C:6]([N:8]1[CH2:13][CH2:12][CH:11]([C:14]2[CH:19]=[CH:18][C:17]([NH2:20])=[C:16]([C:22]3[CH2:27][CH2:26][CH2:25][CH2:24][CH:23]=3)[CH:15]=2)[CH2:10][CH2:9]1)=[O:7])([CH3:4])([CH3:3])[CH3:2]. The yield is 0.850. (2) The reactants are [F:1][C:2]1[C:3]([NH:24][C:25]2[CH:30]=[CH:29][C:28]([I:31])=[CH:27][C:26]=2[F:32])=[C:4]([CH:12]=[C:13](/[CH:16]=[N:17]/[O:18][CH2:19][CH2:20][CH2:21][S:22][CH3:23])[C:14]=1[F:15])[C:5]([NH:7][O:8][CH2:9][CH2:10][OH:11])=[O:6].ClC(Cl)C(O)=O. No catalyst specified. The product is [F:1][C:2]1[C:3]([NH:24][C:25]2[CH:30]=[CH:29][C:28]([I:31])=[CH:27][C:26]=2[F:32])=[C:4]([CH:12]=[C:13]([CH2:16][NH:17][O:18][CH2:19][CH2:20][CH2:21][S:22][CH3:23])[C:14]=1[F:15])[C:5]([NH:7][O:8][CH2:9][CH2:10][OH:11])=[O:6]. The yield is 0.790. (3) The reactants are [C:1]([CH2:3][CH2:4][C:5]([N+]([O-])=O)([CH2:10][CH2:11][C:12]#[N:13])[CH2:6][CH2:7][C:8]#[N:9])#[N:2].N(C(C)(C)C#N)=NC(C)(C)C#N. The catalyst is C(#N)C. The product is [C:12]([CH2:11][CH2:10][CH:5]([CH2:4][CH2:3][C:1]#[N:2])[CH2:6][CH2:7][C:8]#[N:9])#[N:13]. The yield is 0.850.